Dataset: Experimentally validated miRNA-target interactions with 360,000+ pairs, plus equal number of negative samples. Task: Binary Classification. Given a miRNA mature sequence and a target amino acid sequence, predict their likelihood of interaction. (1) The miRNA is mmu-miR-224-5p with sequence UAAGUCACUAGUGGUUCCGUU. The protein sequence of the target gene is MSGMGENTSDPSRAETRKRKECPDQLGPSPKRSTEKRNREQENKYIEELAELIFANFNDIDNFNFKPDKCAILKETVKQIRQIKEQEKAAAANIDEVQKSDVSSTGQGVIDKDALGPMMLEALDGFFFVVNLEGSVVFVSENVTQYLRYNQEELMNKSVYSILHVGDHTEFVKNLLPKSMVNGGSWSGEPPRRSSHTFNCRMLVKPLPDSEEEGHDSQEAHQKYEAMQCFAVSQPKSIKEEGEDLQSCLICVARRVPMKERPTLPSSESFTTRQDLQGKITSLDTSTMRAAMKPGWEDLV.... Result: 0 (no interaction). (2) The miRNA is hsa-miR-6798-5p with sequence CCAGGGGGAUGGGCGAGCUUGGG. The protein sequence of the target gene is MAALAPVGSPASRGPRLAAGLRLLPMLGLLQLLAEPGLGRVHHLALKDDVRHKVHLNTFGFFKDGYMVVNVSSLSLNEPEDKDVTIGFSLDRTKNDGFSSYLDEDVNYCILKKQSVSVTLLILDISRSEVRVKSPPEAGTQLPKIIFSRDEKVLGQSQEPNVNPASAGNQTQKTQDGGKSKRSTVDSKAMGEKSFSVHNNGGAVSFQFFFNISTDDQEGLYSLYFHKCLGKELPSDKFTFSLDIEITEKNPDSYLSAGEIPLPKLYISMAFFFFLSGTIWIHILRKRRNDVFKIHWLMAA.... Result: 0 (no interaction). (3) The miRNA is hsa-miR-604 with sequence AGGCUGCGGAAUUCAGGAC. The protein sequence of the target gene is MAAGDGDVKLGTLGSGSESSNDGGSESPGDAGAAAEGGGWAAAALALLTGGGEMLLNVALVALVLLGAYRLWVRWGRRGLGAGAGAGEESPATSLPRMKKRDFSLEQLRQYDGSRNPRILLAVNGKVFDVTKGSKFYGPAGPYGIFAGRDASRGLATFCLDKDALRDEYDDLSDLNAVQMESVREWEMQFKEKYDYVGRLLKPGEEPSEYTDEEDTKDHNKQD. Result: 0 (no interaction). (4) The miRNA is hsa-miR-3682-3p with sequence UGAUGAUACAGGUGGAGGUAG. The protein sequence of the target gene is MNYMPGTASLIEDIDKKHLVLLRDGRTLIGFLRSIDQFANLVLHQTVERIHVGKKYGDIPRGIFVVRGENVVLLGEIDLEKESDTPLQQVSIEEILEEQRVEQQTKLEAEKLKVQALKDRGLSIPRADTLDEY. Result: 0 (no interaction). (5) The miRNA is hsa-miR-575 with sequence GAGCCAGUUGGACAGGAGC. The protein sequence of the target gene is MFHKTEEFFPKKTDSDVDDMDTSDTQWGWFYLAECGKWHMFQPDTNIQCSVSSEDIEKSFKTNPCGSISFTTSKFSYKIDFAEMKQMNLVTGKQRLIKRAPFSISAFSYICENEAIPMPTHWENVNPDVPYQLVSLQNQTHEYNEVASLFGKTMDRNRIKRIQRIQNLDLWEFFCRKKAQLKKKRGVPQINEQMLFHGTSSEFVEAICIHNFDWRINGVHGAVFGKGTYFARDAAYSSRFCKDDIKHGNTFQIHGVSLQQRHLFRTYKSMFLARVLIGDYINGDSKYMRPPSKDGSYVNL.... Result: 0 (no interaction).